Dataset: Forward reaction prediction with 1.9M reactions from USPTO patents (1976-2016). Task: Predict the product of the given reaction. (1) Given the reactants CC(C)C(N[C:16]([CH:18]1[CH2:22][CH:21]([CH2:23][CH2:24][CH2:25][CH2:26][CH3:27])[CH2:20][N:19]1[CH2:28][C:29]1[N:30]([CH2:34][C:35]2[CH:40]=[CH:39][CH:38]=[CH:37][CH:36]=2)[CH:31]=[CH:32][N:33]=1)=[O:17])C1C(O)C(O)C(O)C(SC)O1.C1CC=CCC=1.CC[OH:50], predict the reaction product. The product is: [CH2:34]([N:30]1[CH:31]=[CH:32][N:33]=[C:29]1[CH2:28][N:19]1[CH2:20][CH:21]([CH2:23][CH:24]=[CH:25][CH2:26][CH3:27])[CH2:22][CH:18]1[C:16]([OH:50])=[O:17])[C:35]1[CH:40]=[CH:39][CH:38]=[CH:37][CH:36]=1. (2) Given the reactants C([C@H:4]1[CH2:9][C@H:8]([C:10]2[CH:15]=[CH:14][CH:13]=[C:12]([Cl:16])[CH:11]=2)[C@@H:7]([C:17]2[CH:22]=[CH:21][C:20]([Cl:23])=[CH:19][CH:18]=2)[N:6]([C@@H:24]([CH2:31][CH3:32])[CH:25]([OH:30])[C:26]([F:29])([F:28])[F:27])[C:5]1=[O:33])C=C.C(#N)C.I([O-])(=O)(=O)=O.[Na+].C(O)(=O)CC(CC(O)=O)(C(O)=O)O.CC[O:58][C:59]([CH3:61])=[O:60], predict the reaction product. The product is: [Cl:16][C:12]1[CH:11]=[C:10]([C@@H:8]2[C@@H:7]([C:17]3[CH:18]=[CH:19][C:20]([Cl:23])=[CH:21][CH:22]=3)[N:6]([C@@H:24]([CH2:31][CH3:32])[CH:25]([OH:30])[C:26]([F:27])([F:28])[F:29])[C:5](=[O:33])[C@@H:4]([CH2:61][C:59]([OH:58])=[O:60])[CH2:9]2)[CH:15]=[CH:14][CH:13]=1. (3) Given the reactants [Li+].CC([N-]C(C)C)C.C1COCC1.CCCCCCC.[CH2:21]([C:23]1[CH:28]=CC=C[CH:24]=1)C.[CH3:29][O:30][C:31](=[O:55])[CH2:32][C:33]1[CH:38]=[C:37]([O:39][CH2:40][C:41]2[CH:46]=[CH:45][CH:44]=[CH:43][CH:42]=2)[CH:36]=[C:35]([O:47][CH2:48][C:49]2[CH:54]=[CH:53][CH:52]=[CH:51][CH:50]=2)[CH:34]=1.BrCC(C)=C, predict the reaction product. The product is: [CH3:29][O:30][C:31](=[O:55])[CH:32]([C:33]1[CH:34]=[C:35]([O:47][CH2:48][C:49]2[CH:54]=[CH:53][CH:52]=[CH:51][CH:50]=2)[CH:36]=[C:37]([O:39][CH2:40][C:41]2[CH:46]=[CH:45][CH:44]=[CH:43][CH:42]=2)[CH:38]=1)[CH2:24][C:23]([CH3:28])=[CH2:21].